This data is from Forward reaction prediction with 1.9M reactions from USPTO patents (1976-2016). The task is: Predict the product of the given reaction. Given the reactants [CH2:1]([O:8][C:9](=[O:31])[C:10]1[CH:15]=[CH:14][C:13](Br)=[C:12]([CH2:17][N:18]([C:21]([O:23][CH2:24][C:25]2[CH:30]=[CH:29][CH:28]=[CH:27][CH:26]=2)=[O:22])[CH2:19][CH3:20])[CH:11]=1)[C:2]1[CH:7]=[CH:6][CH:5]=[CH:4][CH:3]=1.[B:32]1([B:32]2[O:36][C:35]([CH3:38])([CH3:37])[C:34]([CH3:40])([CH3:39])[O:33]2)[O:36][C:35]([CH3:38])([CH3:37])[C:34]([CH3:40])([CH3:39])[O:33]1.C([O-])(=O)C.[K+], predict the reaction product. The product is: [CH2:1]([O:8][C:9](=[O:31])[C:10]1[CH:15]=[CH:14][C:13]([B:32]2[O:36][C:35]([CH3:38])([CH3:37])[C:34]([CH3:40])([CH3:39])[O:33]2)=[C:12]([CH2:17][N:18]([C:21]([O:23][CH2:24][C:25]2[CH:30]=[CH:29][CH:28]=[CH:27][CH:26]=2)=[O:22])[CH2:19][CH3:20])[CH:11]=1)[C:2]1[CH:7]=[CH:6][CH:5]=[CH:4][CH:3]=1.